Regression. Given two drug SMILES strings and cell line genomic features, predict the synergy score measuring deviation from expected non-interaction effect. From a dataset of NCI-60 drug combinations with 297,098 pairs across 59 cell lines. Drug 1: C1CCC(CC1)NC(=O)N(CCCl)N=O. Drug 2: C1C(C(OC1N2C=NC3=C(N=C(N=C32)Cl)N)CO)O. Cell line: K-562. Synergy scores: CSS=26.4, Synergy_ZIP=-8.74, Synergy_Bliss=-0.302, Synergy_Loewe=-2.10, Synergy_HSA=0.0336.